Dataset: Reaction yield outcomes from USPTO patents with 853,638 reactions. Task: Predict the reaction yield, written as a fraction of the theoretical maximum amount of product (1.0 means a 100% yield; for example, 0.34 means a 34% yield). (1) The reactants are [CH3:1]C(C)([O-])C.[K+].[C:7]([O-:10])(=[O:9])[CH3:8].[C:11]([O:15][C:16](=[O:27])[NH:17][CH2:18][C:19]1[CH:24]=[CH:23][CH:22]=[C:21]([CH:25]=O)[CH:20]=1)([CH3:14])([CH3:13])[CH3:12]. The catalyst is C1COCC1. The product is [CH3:1][O:9][C:7](=[O:10])[CH:8]=[CH:25][C:21]1[CH:22]=[CH:23][CH:24]=[C:19]([CH2:18][NH:17][C:16]([O:15][C:11]([CH3:14])([CH3:13])[CH3:12])=[O:27])[CH:20]=1. The yield is 0.810. (2) The reactants are [C@@H:1]1([N:10]2[C:20]3[N:19]=[C:17]([NH2:18])[NH:16][C:14](=[O:15])[C:13]=3[N:12]=[CH:11]2)[O:9][C@H:6]([CH2:7][OH:8])[C@@H:4]([OH:5])[C@H:2]1[OH:3].Cl(O)(=O)(=O)=O.[CH3:26][C:27]([CH3:29])=O. No catalyst specified. The product is [CH3:26][C:27]1([CH3:29])[O:3][C@@H:2]2[C@@H:4]([C@@H:6]([CH2:7][OH:8])[O:9][C@H:1]2[N:10]2[C:20]3[NH:19][C:17]([NH2:18])=[N:16][C:14](=[O:15])[C:13]=3[N:12]=[CH:11]2)[O:5]1. The yield is 0.830. (3) The reactants are [Cl:1][C:2]1[C:6]([NH:7]C(=O)OC(C)(C)C)=[CH:5][N:4]([C:15]2[CH:16]=[N:17][CH:18]=[CH:19][CH:20]=2)[N:3]=1.FC(F)(F)C(O)=O.C1(C)C=CC=CC=1. The catalyst is ClCCl. The product is [Cl:1][C:2]1[C:6]([NH2:7])=[CH:5][N:4]([C:15]2[CH:16]=[N:17][CH:18]=[CH:19][CH:20]=2)[N:3]=1. The yield is 0.722. (4) The reactants are [C:1]([O:5][C:6]([N:8]1[CH2:13][CH:12]=[CH:11][CH:10]([OH:14])[CH2:9]1)=[O:7])([CH3:4])([CH3:3])[CH3:2].[Cr](Cl)([O-])(=O)=O.[NH+]1C=CC=CC=1. The catalyst is ClCCl. The product is [C:1]([O:5][C:6]([N:8]1[CH2:13][CH:12]=[CH:11][C:10](=[O:14])[CH2:9]1)=[O:7])([CH3:4])([CH3:2])[CH3:3]. The yield is 0.610.